Task: Regression. Given two drug SMILES strings and cell line genomic features, predict the synergy score measuring deviation from expected non-interaction effect.. Dataset: NCI-60 drug combinations with 297,098 pairs across 59 cell lines (1) Drug 1: C1=NNC2=C1C(=O)NC=N2. Drug 2: C1CCC(C(C1)N)N.C(=O)(C(=O)[O-])[O-].[Pt+4]. Cell line: NCI/ADR-RES. Synergy scores: CSS=20.1, Synergy_ZIP=-6.87, Synergy_Bliss=-4.80, Synergy_Loewe=-13.7, Synergy_HSA=-0.957. (2) Drug 1: CC1CCC2CC(C(=CC=CC=CC(CC(C(=O)C(C(C(=CC(C(=O)CC(OC(=O)C3CCCCN3C(=O)C(=O)C1(O2)O)C(C)CC4CCC(C(C4)OC)OCCO)C)C)O)OC)C)C)C)OC. Drug 2: CS(=O)(=O)CCNCC1=CC=C(O1)C2=CC3=C(C=C2)N=CN=C3NC4=CC(=C(C=C4)OCC5=CC(=CC=C5)F)Cl. Cell line: COLO 205. Synergy scores: CSS=6.15, Synergy_ZIP=-1.73, Synergy_Bliss=5.14, Synergy_Loewe=5.47, Synergy_HSA=5.47. (3) Drug 1: CCC(=C(C1=CC=CC=C1)C2=CC=C(C=C2)OCCN(C)C)C3=CC=CC=C3.C(C(=O)O)C(CC(=O)O)(C(=O)O)O. Drug 2: CC1CCCC2(C(O2)CC(NC(=O)CC(C(C(=O)C(C1O)C)(C)C)O)C(=CC3=CSC(=N3)C)C)C. Cell line: HT29. Synergy scores: CSS=84.0, Synergy_ZIP=2.64, Synergy_Bliss=0.769, Synergy_Loewe=1.42, Synergy_HSA=3.86. (4) Drug 2: C(CCl)NC(=O)N(CCCl)N=O. Drug 1: C1=NC2=C(N1)C(=S)N=C(N2)N. Cell line: MDA-MB-231. Synergy scores: CSS=31.7, Synergy_ZIP=-1.63, Synergy_Bliss=-0.442, Synergy_Loewe=-7.61, Synergy_HSA=-0.235. (5) Drug 1: CC1C(C(=O)NC(C(=O)N2CCCC2C(=O)N(CC(=O)N(C(C(=O)O1)C(C)C)C)C)C(C)C)NC(=O)C3=C4C(=C(C=C3)C)OC5=C(C(=O)C(=C(C5=N4)C(=O)NC6C(OC(=O)C(N(C(=O)CN(C(=O)C7CCCN7C(=O)C(NC6=O)C(C)C)C)C)C(C)C)C)N)C. Drug 2: COC1=NC(=NC2=C1N=CN2C3C(C(C(O3)CO)O)O)N. Cell line: NCI-H522. Synergy scores: CSS=-6.06, Synergy_ZIP=3.33, Synergy_Bliss=0.964, Synergy_Loewe=-6.97, Synergy_HSA=-6.97. (6) Drug 1: CC1C(C(=O)NC(C(=O)N2CCCC2C(=O)N(CC(=O)N(C(C(=O)O1)C(C)C)C)C)C(C)C)NC(=O)C3=C4C(=C(C=C3)C)OC5=C(C(=O)C(=C(C5=N4)C(=O)NC6C(OC(=O)C(N(C(=O)CN(C(=O)C7CCCN7C(=O)C(NC6=O)C(C)C)C)C)C(C)C)C)N)C. Drug 2: CN(C(=O)NC(C=O)C(C(C(CO)O)O)O)N=O. Cell line: M14. Synergy scores: CSS=3.02, Synergy_ZIP=-2.46, Synergy_Bliss=-1.66, Synergy_Loewe=-11.4, Synergy_HSA=-2.72. (7) Drug 1: CC1=CC2C(CCC3(C2CCC3(C(=O)C)OC(=O)C)C)C4(C1=CC(=O)CC4)C. Drug 2: CC1=C2C(C(=O)C3(C(CC4C(C3C(C(C2(C)C)(CC1OC(=O)C(C(C5=CC=CC=C5)NC(=O)C6=CC=CC=C6)O)O)OC(=O)C7=CC=CC=C7)(CO4)OC(=O)C)O)C)OC(=O)C. Cell line: HT29. Synergy scores: CSS=57.2, Synergy_ZIP=3.44, Synergy_Bliss=-0.600, Synergy_Loewe=-29.4, Synergy_HSA=-1.11.